From a dataset of Full USPTO retrosynthesis dataset with 1.9M reactions from patents (1976-2016). Predict the reactants needed to synthesize the given product. (1) Given the product [N:22]1([C:27]2[CH:32]=[C:31]([C:33]([F:34])([F:35])[F:36])[CH:30]=[CH:29][C:28]=2[C:2]2[CH:11]=[CH:10][CH:9]=[C:8]3[C:3]=2[CH2:4][CH2:5][N:6]([S:12]([NH:15][C:16]2[S:17][C:18]([F:21])=[CH:19][N:20]=2)(=[O:14])=[O:13])[CH2:7]3)[CH:26]=[CH:25][N:24]=[CH:23]1, predict the reactants needed to synthesize it. The reactants are: Br[C:2]1[CH:11]=[CH:10][CH:9]=[C:8]2[C:3]=1[CH2:4][CH2:5][N:6]([S:12]([NH:15][C:16]1[S:17][C:18]([F:21])=[CH:19][N:20]=1)(=[O:14])=[O:13])[CH2:7]2.[N:22]1([C:27]2[CH:32]=[C:31]([C:33]([F:36])([F:35])[F:34])[CH:30]=[CH:29][C:28]=2C2C=CC=C3C=2CNCC3)[CH:26]=[CH:25][N:24]=[CH:23]1.Cl.BrC1C=CC=C2C=1CCNC2. (2) Given the product [Cl:1][C:2]1[CH:3]=[CH:4][C:5]([O:21][C:17]2[CH:18]=[CH:19][CH:20]=[C:15]([O:14][CH3:13])[CH:16]=2)=[C:6]([CH:11]=1)[C:7]([O:9][CH3:10])=[O:8], predict the reactants needed to synthesize it. The reactants are: [Cl:1][C:2]1[CH:3]=[CH:4][C:5](F)=[C:6]([CH:11]=1)[C:7]([O:9][CH3:10])=[O:8].[CH3:13][O:14][C:15]1[CH:16]=[C:17]([OH:21])[CH:18]=[CH:19][CH:20]=1. (3) Given the product [CH2:14]([N:21]1[C:25]([CH:26]=[CH:13][C:11]([C:8]2[CH:7]=[CH:6][C:5]([CH2:4][CH:2]([CH3:1])[CH3:3])=[CH:10][CH:9]=2)=[O:12])=[CH:24][N:23]=[CH:22]1)[C:15]1[CH:16]=[CH:17][CH:18]=[CH:19][CH:20]=1, predict the reactants needed to synthesize it. The reactants are: [CH3:1][CH:2]([CH2:4][C:5]1[CH:10]=[CH:9][C:8]([C:11]([CH3:13])=[O:12])=[CH:7][CH:6]=1)[CH3:3].[CH2:14]([N:21]1[C:25]([CH:26]=O)=[CH:24][N:23]=[CH:22]1)[C:15]1[CH:20]=[CH:19][CH:18]=[CH:17][CH:16]=1.[OH-].[Na+]. (4) Given the product [F:16][C:10]1[CH:11]=[C:12]([CH3:15])[CH:13]=[CH:14][C:9]=1[C:6]1[C:5]([C:17]2[CH:22]=[CH:21][CH:20]=[CH:19][CH:18]=2)=[C:4]([CH2:1][CH2:2][OH:29])[NH:8][N:7]=1, predict the reactants needed to synthesize it. The reactants are: [CH2:1]([C:4]1[NH:8][N:7]=[C:6]([C:9]2[CH:14]=[CH:13][C:12]([CH3:15])=[CH:11][C:10]=2[F:16])[C:5]=1[C:17]1[CH:22]=[CH:21][CH:20]=[CH:19][CH:18]=1)[CH:2]=C.ClCCl.[BH4-].[Na+].C[OH:29].